Dataset: Reaction yield outcomes from USPTO patents with 853,638 reactions. Task: Predict the reaction yield, written as a fraction of the theoretical maximum amount of product (1.0 means a 100% yield; for example, 0.34 means a 34% yield). (1) The reactants are CCN(C(C)C)C(C)C.[F:10][C:11]1[CH:16]=[CH:15][C:14]([C:17]2[O:18][C:19]3[CH:29]=[CH:28][C:27]([C:30]4[CH:31]=[C:32]([CH:42]=[CH:43][CH:44]=4)[C:33]([NH:35][C:36]([CH3:41])([CH3:40])[C:37]([OH:39])=O)=[O:34])=[CH:26][C:20]=3[C:21]=2[C:22](=[O:25])[NH:23][CH3:24])=[CH:13][CH:12]=1.[CH3:45][C:46]1[CH:50]=[C:49]([NH2:51])[O:48][N:47]=1.[H-].[Na+]. The catalyst is CN(C=O)C.CO. The product is [F:10][C:11]1[CH:16]=[CH:15][C:14]([C:17]2[O:18][C:19]3[CH:29]=[CH:28][C:27]([C:30]4[CH:44]=[CH:43][CH:42]=[C:32]([C:33](=[O:34])[NH:35][C:36]([CH3:41])([CH3:40])[C:37]([NH:51][C:49]5[O:48][N:47]=[C:46]([CH3:45])[CH:50]=5)=[O:39])[CH:31]=4)=[CH:26][C:20]=3[C:21]=2[C:22]([NH:23][CH3:24])=[O:25])=[CH:13][CH:12]=1. The yield is 0.110. (2) The reactants are Cl[C:2]1[N:7]=[C:6]([NH:8][C:9]2[CH:13]=[C:12]([CH:14]3[CH2:16][CH2:15]3)[NH:11][N:10]=2)[CH:5]=[CH:4][N:3]=1.[NH:17]1[C:25]2[C:20](=[CH:21][C:22]([NH2:26])=[CH:23][CH:24]=2)[CH:19]=[N:18]1. The catalyst is O1CCOCC1.CCCCO. The product is [CH:14]1([C:12]2[NH:11][N:10]=[C:9]([NH:8][C:6]3[CH:5]=[CH:4][N:3]=[C:2]([NH:26][C:22]4[CH:21]=[C:20]5[C:25](=[CH:24][CH:23]=4)[NH:17][N:18]=[CH:19]5)[N:7]=3)[CH:13]=2)[CH2:16][CH2:15]1. The yield is 0.158. (3) The reactants are [CH3:1][C:2]1[CH:7]([OH:8])[CH2:6][CH2:5][C:4]([CH3:10])([CH3:9])[C:3]=1/[CH:11]=[CH:12]/[C:13](/[CH3:23])=[CH:14]\[CH:15]=[CH:16]\[C:17](\[CH3:22])=[CH:18]\[C:19]([OH:21])=[O:20].CC(OI1(OC(C)=O)(OC(C)=O)OC(=O)C2C=CC=CC1=2)=O.C([O-])(O)=O.[Na+].[O-]S([O-])=O.[Na+].[Na+]. The catalyst is C(Cl)Cl.CCOCC. The product is [CH3:1][C:2]1[C:7](=[O:8])[CH2:6][CH2:5][C:4]([CH3:9])([CH3:10])[C:3]=1/[CH:11]=[CH:12]/[C:13](/[CH3:23])=[CH:14]\[CH:15]=[CH:16]\[C:17](\[CH3:22])=[CH:18]\[C:19]([OH:21])=[O:20]. The yield is 0.900. (4) The reactants are Cl.[NH2:2][CH2:3][C:4]1[CH:5]=[C:6]2[C:10](=[CH:11][CH:12]=1)[C:9](=[O:13])[N:8]([CH:14]1[CH2:19][CH2:18][C:17](=[O:20])[NH:16][C:15]1=[O:21])[C:7]2=[O:22].[CH3:23][C:24]1[CH:32]=[CH:31][C:27]([C:28](Cl)=[O:29])=[CH:26][CH:25]=1.CCN(C(C)C)C(C)C. The catalyst is CC#N. The product is [O:21]=[C:15]1[CH:14]([N:8]2[C:7](=[O:22])[C:6]3[C:10](=[CH:11][CH:12]=[C:4]([CH2:3][NH:2][C:28](=[O:29])[C:27]4[CH:31]=[CH:32][C:24]([CH3:23])=[CH:25][CH:26]=4)[CH:5]=3)[C:9]2=[O:13])[CH2:19][CH2:18][C:17](=[O:20])[NH:16]1. The yield is 0.700. (5) The reactants are [C:1]([C:3]1[C:4]([CH:19]([C:23]2[CH:28]=[CH:27][C:26]([Cl:29])=[C:25]([Cl:30])[CH:24]=2)[CH2:20][CH:21]=C)=[C:5]([C:14]([O:16][CH2:17][CH3:18])=[O:15])[S:6][C:7]=1[N:8]1[CH2:13][CH2:12][O:11][CH2:10][CH2:9]1)#[N:2].I([O-])(=O)(=O)=[O:32].[Na+].N1C(C)=CC=CC=1C. The catalyst is O1CCOCC1.O.[Os](=O)(=O)(=O)=O. The product is [C:1]([C:3]1[C:4]([CH:19]([C:23]2[CH:28]=[CH:27][C:26]([Cl:29])=[C:25]([Cl:30])[CH:24]=2)[CH2:20][CH:21]=[O:32])=[C:5]([C:14]([O:16][CH2:17][CH3:18])=[O:15])[S:6][C:7]=1[N:8]1[CH2:13][CH2:12][O:11][CH2:10][CH2:9]1)#[N:2]. The yield is 0.435.